This data is from Forward reaction prediction with 1.9M reactions from USPTO patents (1976-2016). The task is: Predict the product of the given reaction. (1) The product is: [CH3:26][N:16]1[C:15]([CH2:14][O:13][C:10]2[CH:11]=[CH:12][C:7]([C:6]([OH:27])=[O:5])=[CH:8][N:9]=2)=[C:19]([C:20]2[CH:25]=[CH:24][CH:23]=[CH:22][N:21]=2)[N:18]=[N:17]1. Given the reactants O.[OH-].[Li+].C[O:5][C:6](=[O:27])[C:7]1[CH:12]=[CH:11][C:10]([O:13][CH2:14][C:15]2[N:16]([CH3:26])[N:17]=[N:18][C:19]=2[C:20]2[CH:25]=[CH:24][CH:23]=[CH:22][N:21]=2)=[N:9][CH:8]=1, predict the reaction product. (2) Given the reactants [Si]([O:8][CH2:9][CH:10]([C:14]1[N:31]([CH2:32][C@H:33]2[CH2:38][CH2:37][C@H:36]([CH3:39])[CH2:35][CH2:34]2)[C:17]2[C:18]([C:24]3[CH:25]=[N:26][CH:27]=[C:28]([Cl:30])[CH:29]=3)=[N:19][C:20]([C:22]#[N:23])=[CH:21][C:16]=2[N:15]=1)[O:11][CH2:12][CH3:13])(C(C)(C)C)(C)C.CCCC[N+](CCCC)(CCCC)CCCC.[F-], predict the reaction product. The product is: [Cl:30][C:28]1[CH:29]=[C:24]([C:18]2[C:17]3[N:31]([CH2:32][C@H:33]4[CH2:34][CH2:35][C@H:36]([CH3:39])[CH2:37][CH2:38]4)[C:14]([CH:10]([O:11][CH2:12][CH3:13])[CH2:9][OH:8])=[N:15][C:16]=3[CH:21]=[C:20]([C:22]#[N:23])[N:19]=2)[CH:25]=[N:26][CH:27]=1. (3) Given the reactants [NH2:1][C:2]1[S:3][CH:4]=[C:5]([C:7]2[C:8](=[O:18])[O:9][C:10]3[C:15]([CH:16]=2)=[CH:14][CH:13]=[CH:12][C:11]=3[Cl:17])[N:6]=1.Cl.Br[C:21]1[CH:26]=[CH:25][N:24]=[CH:23][C:22]=1[O:27][CH3:28].C([O-])([O-])=O.[Cs+].[Cs+], predict the reaction product. The product is: [Cl:17][C:11]1[CH:12]=[CH:13][CH:14]=[C:15]2[C:10]=1[O:9][C:8](=[O:18])[C:7]([C:5]1[N:6]=[C:2]([NH:1][C:21]3[CH:26]=[CH:25][N:24]=[CH:23][C:22]=3[O:27][CH3:28])[S:3][CH:4]=1)=[CH:16]2. (4) Given the reactants C(OC([N:8]1[CH2:12][C@H:11]([CH2:13][NH:14][C:15]2[CH:20]=[CH:19][C:18]([Cl:21])=[CH:17][CH:16]=2)[C@@H:10]([CH2:22][C:23]2[CH:28]=[CH:27][CH:26]=[CH:25][CH:24]=2)[CH2:9]1)=O)(C)(C)C.Br[CH2:30][C:31]1[CH:32]=[C:33]2[C:38](=[CH:39][CH:40]=1)[N:37]=[C:36]([C:41]([F:44])([F:43])[F:42])[CH:35]=[C:34]2[O:45][CH2:46][CH2:47][CH3:48].CC#N.O.CC#N, predict the reaction product. The product is: [CH2:22]([C@H:10]1[CH2:9][NH:8][CH2:12][C@@H:11]1[CH2:13][N:14]([C:15]1[CH:20]=[CH:19][C:18]([Cl:21])=[CH:17][CH:16]=1)[CH2:30][C:31]1[CH:32]=[C:33]2[C:38](=[CH:39][CH:40]=1)[N:37]=[C:36]([C:41]([F:44])([F:42])[F:43])[CH:35]=[C:34]2[O:45][CH2:46][CH2:47][CH3:48])[C:23]1[CH:24]=[CH:25][CH:26]=[CH:27][CH:28]=1. (5) Given the reactants [CH2:1]([O:4][N:5]([C@H:18]1[CH2:23][NH:22][C@H:21]([C:24]([NH2:26])=[O:25])[C:20]([CH3:27])=[CH:19]1)S(C1C=CC=CC=1[N+]([O-])=O)(=O)=O)[CH:2]=[CH2:3].C(=O)([O-])[O-].[K+].[K+].C1(S)C=CC=CC=1, predict the reaction product. The product is: [CH2:1]([O:4][NH:5][C@H:18]1[CH2:23][NH:22][C@H:21]([C:24]([NH2:26])=[O:25])[C:20]([CH3:27])=[CH:19]1)[CH:2]=[CH2:3]. (6) Given the reactants [H-].[Na+].[OH:3][C@@H:4]([CH2:9][O:10][CH:11]([CH3:13])[CH3:12])[C:5]([O:7][CH3:8])=[O:6].Cl[C:15]1[N:20]=[CH:19][N:18]=[C:17]2[N:21]([C:24]3[C:29]([CH3:30])=[CH:28][CH:27]=[CH:26][N:25]=3)[N:22]=[CH:23][C:16]=12.Cl, predict the reaction product. The product is: [CH:11]([O:10][CH2:9][C@H:4]([O:3][C:15]1[N:20]=[CH:19][N:18]=[C:17]2[N:21]([C:24]3[C:29]([CH3:30])=[CH:28][CH:27]=[CH:26][N:25]=3)[N:22]=[CH:23][C:16]=12)[C:5]([O:7][CH3:8])=[O:6])([CH3:13])[CH3:12].